This data is from Full USPTO retrosynthesis dataset with 1.9M reactions from patents (1976-2016). The task is: Predict the reactants needed to synthesize the given product. (1) Given the product [CH:34]1([N:17]([CH2:18][CH2:19][CH2:20][C:21]2[C:29]3[C:24](=[CH:25][CH:26]=[C:27]([F:30])[CH:28]=3)[NH:23][CH:22]=2)[C@@H:13]2[CH2:12][C:11]3[C:10]([C:31]([NH2:33])=[O:32])=[CH:9][CH:8]=[C:7]([S:3][CH2:2][CH3:1])[C:16]=3[O:15][CH2:14]2)[CH2:37][CH2:36][CH2:35]1, predict the reactants needed to synthesize it. The reactants are: [CH3:1][CH2:2][SH:3].[H-].[Na+].F[C:7]1[C:16]2[O:15][CH2:14][C@H:13]([NH:17][CH2:18][CH2:19][CH2:20][C:21]3[C:29]4[C:24](=[CH:25][CH:26]=[C:27]([F:30])[CH:28]=4)[NH:23][CH:22]=3)[CH2:12][C:11]=2[C:10]([C:31]([NH2:33])=[O:32])=[CH:9][CH:8]=1.[C:34]1(=O)[CH2:37][CH2:36][CH2:35]1.CC(O)=O.[BH3-]C#N.[Na+].[OH-].[Na+]. (2) Given the product [CH3:39][C:34]1[CH:35]=[CH:36][CH:37]=[CH:38][C:33]=1[C:31]1[N:32]=[C:26]([CH:11]2[CH2:12][CH:13]([C:15]3[CH:20]=[CH:19][C:18]([O:21][C:22]([F:23])([F:25])[F:24])=[CH:17][CH:16]=3)[CH2:14][N:9]([C:7]([N:1]3[CH2:6][CH2:5][O:4][CH2:3][CH2:2]3)=[O:8])[CH2:10]2)[O:28][N:30]=1, predict the reactants needed to synthesize it. The reactants are: [N:1]1([C:7]([N:9]2[CH2:14][CH:13]([C:15]3[CH:20]=[CH:19][C:18]([O:21][C:22]([F:25])([F:24])[F:23])=[CH:17][CH:16]=3)[CH2:12][CH:11]([C:26]([OH:28])=O)[CH2:10]2)=[O:8])[CH2:6][CH2:5][O:4][CH2:3][CH2:2]1.O[N:30]=[C:31]([C:33]1[CH:38]=[CH:37][CH:36]=[CH:35][C:34]=1[CH3:39])[NH2:32].